Dataset: Forward reaction prediction with 1.9M reactions from USPTO patents (1976-2016). Task: Predict the product of the given reaction. (1) The product is: [N+:19]([C:17]1[CH:16]=[CH:15][C:14]2[NH:8][CH2:9][CH2:10][CH2:11][O:12][C:13]=2[CH:18]=1)([O-:21])=[O:20]. Given the reactants [OH-].[K+].C(OC([N:8]1[C:14]2[CH:15]=[CH:16][C:17]([N+:19]([O-:21])=[O:20])=[CH:18][C:13]=2[O:12][CH2:11][CH2:10][CH2:9]1)=O)C, predict the reaction product. (2) Given the reactants [N+](C1SC(S([N:12]2[CH2:17][CH2:16][N:15]([C:18]3[N:23]=[CH:22][C:21]([C:24]([OH:33])([C:29]([F:32])([F:31])[F:30])[C:25]([F:28])([F:27])[F:26])=[CH:20][N:19]=3)[C@@H:14]([CH2:34][N:35]3[CH:40]4[CH2:41][CH:42]([OH:44])[CH2:43][CH:36]3[CH2:37][O:38][CH2:39]4)[CH2:13]2)(=O)=O)=CC=1)([O-])=O.[N+](C1SC(S([N:56]2[CH2:61][CH2:60][N:59]([C:62]3[N:67]=[CH:66][C:65]([C:68]([OH:77])([C:73]([F:76])([F:75])[F:74])[C:69]([F:72])([F:71])[F:70])=[CH:64][N:63]=3)[C@@H:58]([CH2:78][N:79]3[CH:84]4[CH2:85][C:86](=[O:88])[CH2:87][CH:80]3[CH2:81][O:82][CH2:83]4)[CH2:57]2)(=O)=O)=CC=1)([O-])=O.[OH-].[K+].CO, predict the reaction product. The product is: [F:32][C:29]([F:30])([F:31])[C:24]([C:21]1[CH:20]=[N:19][C:18]([N:15]2[CH2:16][CH2:17][NH:12][CH2:13][C@@H:14]2[CH2:34][N:35]2[CH:36]3[CH2:43][CH:42]([OH:44])[CH2:41][CH:40]2[CH2:39][O:38][CH2:37]3)=[N:23][CH:22]=1)([OH:33])[C:25]([F:26])([F:27])[F:28].[F:76][C:73]([F:74])([F:75])[C:68]([C:65]1[CH:64]=[N:63][C:62]([N:59]2[CH2:60][CH2:61][NH:56][CH2:57][C@@H:58]2[CH2:78][N:79]2[CH:80]3[CH2:87][C:86](=[O:88])[CH2:85][CH:84]2[CH2:83][O:82][CH2:81]3)=[N:67][CH:66]=1)([OH:77])[C:69]([F:70])([F:72])[F:71].